From a dataset of Forward reaction prediction with 1.9M reactions from USPTO patents (1976-2016). Predict the product of the given reaction. (1) Given the reactants [CH:1](/[S:9](Cl)(=[O:11])=[O:10])=[CH:2]\[C:3]1[CH:8]=[CH:7][CH:6]=[CH:5][CH:4]=1.[F:13][C:14]1[CH:20]=[CH:19][C:17]([NH2:18])=[CH:16][CH:15]=1, predict the reaction product. The product is: [CH:1](/[S:9]([NH:18][C:17]1[CH:19]=[CH:20][C:14]([F:13])=[CH:15][CH:16]=1)(=[O:11])=[O:10])=[CH:2]\[C:3]1[CH:8]=[CH:7][CH:6]=[CH:5][CH:4]=1. (2) Given the reactants [F:1][C@H:2]1[C@H:7]([OH:8])[CH2:6][CH2:5][N:4]([C:9]([O:11][C:12]([CH3:15])([CH3:14])[CH3:13])=[O:10])[CH2:3]1.CC(C)([O-])C.[K+].F[C:23]1[CH:30]=[CH:29][C:28]([C:31]2[N:36]=[C:35]([NH:37][C:38]3[CH:43]=[CH:42][C:41]([N:44]4[CH2:49][CH2:48][N:47]([CH:50]5[CH2:53][O:52][CH2:51]5)[CH2:46][CH2:45]4)=[CH:40][CH:39]=3)[N:34]=[CH:33][N:32]=2)=[CH:27][C:24]=1[C:25]#[N:26].O, predict the reaction product. The product is: [C:25]([C:24]1[CH:27]=[C:28]([C:31]2[N:36]=[C:35]([NH:37][C:38]3[CH:39]=[CH:40][C:41]([N:44]4[CH2:49][CH2:48][N:47]([CH:50]5[CH2:51][O:52][CH2:53]5)[CH2:46][CH2:45]4)=[CH:42][CH:43]=3)[N:34]=[CH:33][N:32]=2)[CH:29]=[CH:30][C:23]=1[O:8][C@@H:7]1[CH2:6][CH2:5][N:4]([C:9]([O:11][C:12]([CH3:15])([CH3:14])[CH3:13])=[O:10])[CH2:3][C@H:2]1[F:1])#[N:26]. (3) Given the reactants [CH3:1][O:2][C:3](=[O:43])[CH2:4][C:5]1[C:6]([C:11]#[C:12][C:13]2[C:18]([C:19]([F:22])([F:21])[F:20])=[CH:17][N:16]=[C:15]([NH:23][C:24]3[CH:29]=[CH:28][C:27]([CH:30]4[CH2:35][CH2:34][CH2:33][N:32]([C:36]([O:38][C:39]([CH3:42])([CH3:41])[CH3:40])=[O:37])[CH2:31]4)=[CH:26][CH:25]=3)[N:14]=2)=[N:7][CH:8]=[CH:9][CH:10]=1, predict the reaction product. The product is: [CH3:1][O:2][C:3](=[O:43])[CH2:4][C:5]1[C:6]([CH2:11][CH2:12][C:13]2[C:18]([C:19]([F:22])([F:20])[F:21])=[CH:17][N:16]=[C:15]([NH:23][C:24]3[CH:29]=[CH:28][C:27]([CH:30]4[CH2:35][CH2:34][CH2:33][N:32]([C:36]([O:38][C:39]([CH3:41])([CH3:40])[CH3:42])=[O:37])[CH2:31]4)=[CH:26][CH:25]=3)[N:14]=2)=[N:7][CH:8]=[CH:9][CH:10]=1. (4) Given the reactants [CH3:1][O:2][C:3]1[CH:11]=[C:10]([N:12]2[C:17](=[O:18])[C@H:16]3[CH2:19][C@@H:13]2[CH2:14][CH2:15]3)[CH:9]=[CH:8][C:4]=1[C:5]([OH:7])=O.C1C=CC2N(O)N=NC=2C=1.C(Cl)CCl.[Cl:34][C:35]1[CH:36]=[C:37]([CH:42]=[CH:43][C:44]=1[O:45][CH:46]([CH3:48])[CH3:47])/[C:38](=[N:40]/O)/[NH2:39], predict the reaction product. The product is: [Cl:34][C:35]1[CH:36]=[C:37]([C:38]2[N:40]=[C:5]([C:4]3[CH:8]=[CH:9][C:10]([N:12]4[C:17](=[O:18])[C@H:16]5[CH2:19][C@@H:13]4[CH2:14][CH2:15]5)=[CH:11][C:3]=3[O:2][CH3:1])[O:7][N:39]=2)[CH:42]=[CH:43][C:44]=1[O:45][CH:46]([CH3:48])[CH3:47]. (5) Given the reactants [O-][Mn](=O)(=O)=O.[K+].[OH2:7].[OH2:8].[N+:9]([C:12]1[CH:13]=[C:14]([S:19]([OH:22])(=[O:21])=[O:20])[C:15]([CH3:18])=[CH:16][CH:17]=1)([O-:11])=[O:10].Cl, predict the reaction product. The product is: [N+:9]([C:12]1[CH:17]=[CH:16][C:15]([C:18]([OH:8])=[O:7])=[C:14]([S:19]([OH:22])(=[O:20])=[O:21])[CH:13]=1)([O-:11])=[O:10]. (6) Given the reactants II.[CH2:3]([O:5][C:6](=[O:20])[CH2:7][CH2:8][CH2:9][N:10]1[C:14]([NH2:15])=[C:13]([C:16](=[S:18])[NH2:17])[S:12][C:11]1=[S:19])[CH3:4].[O-]S([O-])(=S)=O.[Na+].[Na+].[CH2:28](O)[CH3:29], predict the reaction product. The product is: [CH2:3]([O:5][C:6](=[O:20])[CH:7]([CH2:28][CH3:29])[CH2:8][CH2:9][N:10]1[C:14]2=[N:15][S:18][C:16]([NH2:17])=[C:13]2[S:12][C:11]1=[S:19])[CH3:4]. (7) Given the reactants Cl[CH2:2][CH2:3][O:4][C:5]1[CH:10]=[CH:9][C:8]([N+:11]([O-:13])=[O:12])=[CH:7][CH:6]=1.[NH:14]1[CH2:19][CH2:18][CH2:17][CH2:16][CH2:15]1, predict the reaction product. The product is: [N:14]1([CH2:2][CH2:3][O:4][C:5]2[CH:10]=[CH:9][C:8]([N+:11]([O-:13])=[O:12])=[CH:7][CH:6]=2)[CH2:19][CH2:18][CH2:17][CH2:16][CH2:15]1. (8) The product is: [OH:28][CH2:27][C:25]1[CH:24]=[CH:23][C:22]2/[C:16](=[C:5](\[CH3:6])/[C:3]#[N:4])/[C:17]3[CH:35]=[CH:34][CH:33]=[CH:32][C:18]=3[CH2:19][CH2:20][C:21]=2[CH:26]=1.[OH:28][CH2:27][C:25]1[CH:24]=[CH:23][C:22]2/[C:16](=[C:5](/[CH3:6])\[C:3]#[N:4])/[C:17]3[CH:35]=[CH:34][CH:33]=[CH:32][C:18]=3[CH2:19][CH2:20][C:21]=2[CH:26]=1. Given the reactants [H-].[Na+].[C:3]([CH:5](P(=O)(OCC)OCC)[CH3:6])#[N:4].O=[C:16]1[C:22]2[CH:23]=[CH:24][C:25]([C:27](OCC)=[O:28])=[CH:26][C:21]=2[CH2:20][CH2:19][C:18]2[CH:32]=[CH:33][CH:34]=[CH:35][C:17]1=2.[BH4-].[Li+].Cl, predict the reaction product. (9) Given the reactants [OH:1][C:2]1[CH:3]=[C:4]([CH:9]=[CH:10][CH:11]=1)[C:5]([O:7][CH3:8])=[O:6].Cl[CH2:13][C@@H:14]1[CH2:18][O:17][C:16]([CH3:20])([CH3:19])[O:15]1.C([O-])([O-])=O.[K+].[K+].Cl, predict the reaction product. The product is: [CH3:19][C:16]1([CH3:20])[O:15][C@H:14]([CH2:13][O:1][C:2]2[CH:3]=[C:4]([CH:9]=[CH:10][CH:11]=2)[C:5]([O:7][CH3:8])=[O:6])[CH2:18][O:17]1. (10) Given the reactants [ClH:1].C[O:3][C:4]([C:6]1([NH:12][C:13]([C:15]2[CH:20]=[CH:19][C:18]([N:21]3[CH2:26][CH2:25][N:24]([CH2:27][CH2:28][CH3:29])[CH2:23][CH2:22]3)=[CH:17][CH:16]=2)=[O:14])[CH2:11][CH2:10][CH2:9][CH2:8][CH2:7]1)=[O:5], predict the reaction product. The product is: [ClH:1].[CH2:27]([N:24]1[CH2:23][CH2:22][N:21]([C:18]2[CH:17]=[CH:16][C:15]([C:13]([NH:12][C:6]3([C:4]([OH:5])=[O:3])[CH2:11][CH2:10][CH2:9][CH2:8][CH2:7]3)=[O:14])=[CH:20][CH:19]=2)[CH2:26][CH2:25]1)[CH2:28][CH3:29].